From a dataset of Experimentally validated miRNA-target interactions with 360,000+ pairs, plus equal number of negative samples. Binary Classification. Given a miRNA mature sequence and a target amino acid sequence, predict their likelihood of interaction. (1) The miRNA is hsa-miR-6761-5p with sequence UCUGAGAGAGCUCGAUGGCAG. The protein sequence of the target gene is MMSYLKQPPYGMNGLGLAGPAMDLLHPSVGYPATPRKQRRERTTFTRSQLDVLEALFAKTRYPDIFMREEVALKINLPESRVQVWFKNRRAKCRQQQQSGSGTKSRPAKKKSSPVRESSGSESSGQFTPPAVSSSASSSSSASSSSANPAAAAAAGLGGNPVAAASSLSTPAASSIWSPASISPGSAPASVSVPEPLAAPSNTSCMQRSVAAGAATAAASYPMSYGQGGSYGQGYPTPSSSYFGGVDCSSYLAPMHSHHHPHQLSPMAPSSMAGHHHHHPHAHHPLSQSSGHHHHHHHHH.... Result: 0 (no interaction). (2) The miRNA is hsa-miR-6868-5p with sequence ACUGGCAGAACACUGAAGCAGC. The protein sequence of the target gene is METEQPEETFPNTETNGEFGKRPAEDMEEEQAFKRSRNTDEMVELRILLQSKNAGAVIGKGGKNIKALRTDYNASVSVPDSSGPERILSISADIETIGEILKKIIPTLEEGLQLPSPTATSQLPLESDAVECLNYQHYKGSDFDCELRLLIHQSLAGGIIGVKGAKIKELRENTQTTIKLFQECCPHSTDRVVLIGGKPDRVVECIKIILDLISESPIKGRAQPYDPNFYDETYDYGGFTMMFDDRRGRPVGFPMRGRGGFDRMPPGRGGRPMPPSRRDYDDMSPRRGPPPPPPGRGGRG.... Result: 0 (no interaction). (3) The miRNA is hsa-miR-100-5p with sequence AACCCGUAGAUCCGAACUUGUG. Result: 0 (no interaction). The protein sequence of the target gene is MNRCWALFLSLCCYLRLVSAEGDPIPEELYEMLSDHSIRSFDDLQRLLHGDPGEEDGAELDLNMTRSHSGGELESLARGRRSLGSLTIAEPAMIAECKTRTEVFEISRRLIDRTNANFLVWPPCVEVQRCSGCCNNRNVQCRPTQVQLRPVQVRKIEIVRKKPIFKKATVTLEDHLACKCETVAAARPVTRSPGGSQEQRAKTPQTRVTIRTVRVRRPPKGKHRKFKHTHDKTALKETLGA.